This data is from Catalyst prediction with 721,799 reactions and 888 catalyst types from USPTO. The task is: Predict which catalyst facilitates the given reaction. (1) Reactant: [N:1]1[CH:6]=[CH:5][CH:4]=[CH:3][C:2]=1[O:7][CH2:8][C:9]1[CH:27]=[CH:26][C:12]([CH2:13][C:14]2[CH:18]=[C:17]([C:19]3[C:20]([NH2:25])=[N:21][CH:22]=[CH:23][CH:24]=3)[O:16][N:15]=2)=[CH:11][CH:10]=1.[CH3:28][O:29][C:30](=[O:45])[C@@H:31]([NH:37][C:38]([O:40][C:41]([CH3:44])([CH3:43])[CH3:42])=[O:39])[CH2:32][CH2:33][C:34](O)=[O:35].CN1CCOCC1.F[P-](F)(F)(F)(F)F.N1(OC(N(C)C)=[N+](C)C)C2N=CC=CC=2N=N1. Product: [CH3:28][O:29][C:30](=[O:45])[C@@H:31]([NH:37][C:38]([O:40][C:41]([CH3:43])([CH3:42])[CH3:44])=[O:39])[CH2:32][CH2:33][C:34](=[O:35])[NH:25][C:20]1[C:19]([C:17]2[O:16][N:15]=[C:14]([CH2:13][C:12]3[CH:26]=[CH:27][C:9]([CH2:8][O:7][C:2]4[CH:3]=[CH:4][CH:5]=[CH:6][N:1]=4)=[CH:10][CH:11]=3)[CH:18]=2)=[CH:24][CH:23]=[CH:22][N:21]=1. The catalyst class is: 192. (2) Reactant: [NH2:1][C:2]1[S:3][C:4]([CH2:11][CH3:12])=[CH:5][C:6]=1[C:7]([O:9]C)=O.[N:13]([CH2:16][CH2:17][CH2:18][CH3:19])=[C:14]=[O:15].[H-].[Na+].Cl. Product: [CH2:16]([N:13]1[C:7](=[O:9])[C:6]2[CH:5]=[C:4]([CH2:11][CH3:12])[S:3][C:2]=2[NH:1][C:14]1=[O:15])[CH2:17][CH2:18][CH3:19]. The catalyst class is: 132. (3) The catalyst class is: 50. Product: [NH2:9][C:5]1[CH:6]=[C:7]([F:8])[C:2]([F:1])=[C:3]([C@:12]2([CH2:23][F:24])[CH2:17][C@@H:16]([C:18]([F:21])([F:19])[F:20])[O:15][C:14]([NH2:22])=[N:13]2)[CH:4]=1. Reactant: [F:1][C:2]1[C:7]([F:8])=[CH:6][C:5]([N+:9]([O-])=O)=[CH:4][C:3]=1[C@:12]1([CH2:23][F:24])[CH2:17][C@@H:16]([C:18]([F:21])([F:20])[F:19])[O:15][C:14]([NH2:22])=[N:13]1. (4) Reactant: [Cl:1][C:2]1[C:3]([CH:9]=[O:10])=[N:4][CH:5]=[C:6]([Cl:8])[N:7]=1.[CH3:11][Mg]Br. Product: [Cl:1][C:2]1[C:3]([CH:9]([OH:10])[CH3:11])=[N:4][CH:5]=[C:6]([Cl:8])[N:7]=1. The catalyst class is: 7. (5) Reactant: [N:1]1[C:6]2[NH:7][C:8]3[CH2:16][CH:15]4[N:11]([CH2:12][CH2:13][CH2:14]4)[CH2:10][C:9]=3[C:5]=2[CH:4]=[CH:3][CH:2]=1.[OH-].[K+].[F:19][C:20]([F:30])([F:29])[C:21]1[CH:26]=[CH:25][C:24]([CH:27]=[CH2:28])=[CH:23][N:22]=1. Product: [F:30][C:20]([F:19])([F:29])[C:21]1[N:22]=[CH:23][C:24]([CH2:27][CH2:28][N:7]2[C:8]3[CH2:16][CH:15]4[N:11]([CH2:12][CH2:13][CH2:14]4)[CH2:10][C:9]=3[C:5]3[CH:4]=[CH:3][CH:2]=[N:1][C:6]2=3)=[CH:25][CH:26]=1. The catalyst class is: 179. (6) Reactant: [CH3:1][O:2][C:3]1[CH:4]=[C:5]([NH2:10])[C:6]([NH2:9])=[CH:7][CH:8]=1.[OH:11][CH2:12][C:13](O)=O.[OH-].[Na+]. Product: [CH3:1][O:2][C:3]1[CH:8]=[CH:7][C:6]2[NH:9][C:13]([CH2:12][OH:11])=[N:10][C:5]=2[CH:4]=1. The catalyst class is: 33. (7) Reactant: CC1C=CC(S(O[CH2:12][C@H:13]2[CH2:26][O:25][C:16]3[CH:17]=[CH:18][C:19]4[N:20]=[C:21]([CH3:24])[O:22][C:23]=4[C:15]=3[O:14]2)(=O)=O)=CC=1.[F:27][C:28]([F:43])([F:42])[C:29]1[CH:30]=[C:31]([C:35]2([OH:41])[CH2:40][CH2:39][NH:38][CH2:37][CH2:36]2)[CH:32]=[CH:33][CH:34]=1. Product: [CH3:24][C:21]1[O:22][C:23]2=[C:15]3[C:16](=[CH:17][CH:18]=[C:19]2[N:20]=1)[O:25][CH2:26][CH:13]([CH2:12][N:38]1[CH2:37][CH2:36][C:35]([C:31]2[CH:32]=[CH:33][CH:34]=[C:29]([C:28]([F:27])([F:42])[F:43])[CH:30]=2)([OH:41])[CH2:40][CH2:39]1)[O:14]3. The catalyst class is: 16.